The task is: Regression. Given a peptide amino acid sequence and an MHC pseudo amino acid sequence, predict their binding affinity value. This is MHC class II binding data.. This data is from Peptide-MHC class II binding affinity with 134,281 pairs from IEDB. (1) The peptide sequence is GELQIVKKIDAAFKI. The MHC is DRB3_0101 with pseudo-sequence DRB3_0101. The binding affinity (normalized) is 0.647. (2) The peptide sequence is PENDIEKTDPWFAHRTPMPK. The MHC is DRB1_0101 with pseudo-sequence DRB1_0101. The binding affinity (normalized) is 0. (3) The peptide sequence is SVLLVVALFAVFLGS. The MHC is HLA-DPA10103-DPB10201 with pseudo-sequence HLA-DPA10103-DPB10201. The binding affinity (normalized) is 0.330. (4) The peptide sequence is AETAVNTLFEKLEPM. The MHC is DRB4_0101 with pseudo-sequence DRB4_0103. The binding affinity (normalized) is 0.399. (5) The peptide sequence is KWCFEGPEEHEILND. The MHC is DRB1_0301 with pseudo-sequence DRB1_0301. The binding affinity (normalized) is 0.549. (6) The peptide sequence is PYGATISATPEWATP. The MHC is HLA-DPA10103-DPB10401 with pseudo-sequence HLA-DPA10103-DPB10401. The binding affinity (normalized) is 0.0778. (7) The peptide sequence is ILQLLKDFLELLRYL. The MHC is DRB1_1201 with pseudo-sequence DRB1_1201. The binding affinity (normalized) is 0.435. (8) The peptide sequence is QEVEFIGYGKATLECKK. The MHC is HLA-DQA10501-DQB10302 with pseudo-sequence HLA-DQA10501-DQB10302. The binding affinity (normalized) is 0.427. (9) The peptide sequence is LGNIIQRLHGLSAFSLHSY. The MHC is DRB1_0301 with pseudo-sequence DRB1_0301. The binding affinity (normalized) is 0. (10) The peptide sequence is GGESFGIVVAWKVRL. The MHC is DRB1_1302 with pseudo-sequence DRB1_1302. The binding affinity (normalized) is 0.206.